This data is from Full USPTO retrosynthesis dataset with 1.9M reactions from patents (1976-2016). The task is: Predict the reactants needed to synthesize the given product. (1) Given the product [Cl:1][C:2]1[CH:7]=[C:6]2[NH:8][C:9](=[O:41])[C:10]3([CH:15]([C:16]4[CH:21]=[C:20]([Cl:22])[CH:19]=[CH:18][C:17]=4[O:23][C:24]([CH2:25][CH3:26])([C:27]([NH:58][S:55]([CH3:54])(=[O:57])=[O:56])=[O:28])[CH2:30][CH3:31])[CH2:14][C:13](=[O:32])[NH:12][CH:11]3[C:33]3[CH:38]=[C:37]([F:39])[CH:36]=[CH:35][C:34]=3[CH3:40])[C:5]2=[CH:4][CH:3]=1, predict the reactants needed to synthesize it. The reactants are: [Cl:1][C:2]1[CH:7]=[C:6]2[NH:8][C:9](=[O:41])[C:10]3([CH:15]([C:16]4[CH:21]=[C:20]([Cl:22])[CH:19]=[CH:18][C:17]=4[O:23][C:24]([CH2:30][CH3:31])([C:27](O)=[O:28])[CH2:25][CH3:26])[CH2:14][C:13](=[O:32])[NH:12][CH:11]3[C:33]3[CH:38]=[C:37]([F:39])[CH:36]=[CH:35][C:34]=3[CH3:40])[C:5]2=[CH:4][CH:3]=1.C1N=CN(C(N2C=NC=C2)=O)C=1.[CH3:54][S:55]([NH2:58])(=[O:57])=[O:56].[H-].[Na+].Cl. (2) Given the product [Cl:1][C:2]1[CH:11]=[CH:10][C:9]2[C:8]([C:12]([O:14][CH3:15])=[O:13])=[CH:7][CH:6]=[CH:5][C:4]=2[N:3]=1, predict the reactants needed to synthesize it. The reactants are: [Cl:1][C:2]1[CH:11]=[CH:10][C:9]2[C:8]([C:12]([OH:14])=[O:13])=[CH:7][CH:6]=[CH:5][C:4]=2[N:3]=1.[C:15](=O)([O-])[O-].[K+].[K+].CI.[Cl-].[Na+]. (3) Given the product [CH3:1][C:2]1[CH:7]=[CH:6][C:5]([S:8]([O:11][C:12]2[CH:13]=[C:14]3[C:15](=[CH:16][CH:17]=2)[NH:18][C:21]([CH3:23])([CH3:22])[CH:20]([I:30])[CH2:19]3)(=[O:10])=[O:9])=[CH:4][CH:3]=1, predict the reactants needed to synthesize it. The reactants are: [CH3:1][C:2]1[CH:7]=[CH:6][C:5]([S:8]([O:11][C:12]2[CH:17]=[CH:16][C:15]([NH2:18])=[C:14]([CH2:19][CH:20]=[C:21]([CH3:23])[CH3:22])[CH:13]=2)(=[O:10])=[O:9])=[CH:4][CH:3]=1.C(=O)([O-])[O-].[Na+].[Na+].[I:30]I.S([O-])([O-])(=O)=S.[Na+].[Na+]. (4) Given the product [Cl:13][C:5]1[CH:4]=[CH:3][C:2]([NH:1][C:19](=[O:20])[C:18]2[CH:22]=[CH:23][C:24]([O:25][CH3:26])=[C:16]([O:15][CH3:14])[CH:17]=2)=[CH:7][C:6]=1[C:8]([C:9]#[N:10])([CH3:11])[CH3:12], predict the reactants needed to synthesize it. The reactants are: [NH2:1][C:2]1[CH:3]=[CH:4][C:5]([Cl:13])=[C:6]([C:8]([CH3:12])([CH3:11])[C:9]#[N:10])[CH:7]=1.[CH3:14][O:15][C:16]1[CH:17]=[C:18]([CH:22]=[CH:23][C:24]=1[O:25][CH3:26])[C:19](Cl)=[O:20].C(N(CC)CC)C.